Dataset: Full USPTO retrosynthesis dataset with 1.9M reactions from patents (1976-2016). Task: Predict the reactants needed to synthesize the given product. (1) Given the product [F:1][C:2]([F:9])([F:8])/[CH:3]=[CH:4]/[C:5]([NH:30][CH2:29][CH2:28][NH:27][C:18]1[CH:19]=[CH:20][C:21]2[C:26](=[CH:25][CH:24]=[CH:23][CH:22]=2)[N:17]=1)=[O:6], predict the reactants needed to synthesize it. The reactants are: [F:1][C:2]([F:9])([F:8])/[CH:3]=[CH:4]/[C:5](O)=[O:6].C(Cl)(=O)C(Cl)=O.Cl.[N:17]1[C:26]2[C:21](=[CH:22][CH:23]=[CH:24][CH:25]=2)[CH:20]=[CH:19][C:18]=1[NH:27][CH2:28][CH2:29][NH2:30].C(N(CC)CC)C. (2) Given the product [C:35]([CH2:6][C:7]1[C:12]([C:13]2[CH:18]=[CH:17][C:16]([CH3:19])=[CH:15][CH:14]=2)=[C:11]([CH2:20][NH:21][C:22](=[O:23])[O:24][C:25]([CH3:27])([CH3:28])[CH3:26])[C:10]([CH2:29][C:30]([CH3:31])([CH3:33])[CH3:32])=[N:9][C:8]=1[CH3:34])#[N:36], predict the reactants needed to synthesize it. The reactants are: CS(O[CH2:6][C:7]1[C:8]([CH3:34])=[N:9][C:10]([CH2:29][C:30]([CH3:33])([CH3:32])[CH3:31])=[C:11]([CH2:20][NH:21][C:22]([O:24][C:25]([CH3:28])([CH3:27])[CH3:26])=[O:23])[C:12]=1[C:13]1[CH:18]=[CH:17][C:16]([CH3:19])=[CH:15][CH:14]=1)(=O)=O.[C-:35]#[N:36].[K+].C(OCC)(=O)C. (3) Given the product [N:28]1[N:27]=[CH:26][N:24]2[C:23]=1[C:22]1[CH:29]=[N:30][CH:31]=[CH:32][C:21]=1[C:20]([C:17]1[CH:16]=[CH:15][C:14]([OH:13])=[CH:19][CH:18]=1)=[N:25]2, predict the reactants needed to synthesize it. The reactants are: ClCCl.B(Br)(Br)Br.C(Cl)(Cl)Cl.C[O:13][C:14]1[CH:19]=[CH:18][C:17]([C:20]2[C:21]3[CH:32]=[CH:31][N:30]=[CH:29][C:22]=3[C:23]3[N:24]([CH:26]=[N:27][N:28]=3)[N:25]=2)=[CH:16][CH:15]=1. (4) Given the product [C:25]([O:24][C:22](=[O:23])[CH2:21][N:8]1[C:5]2=[CH:6][N:7]=[C:2]([CH3:1])[CH:3]=[C:4]2[C:10]([C:11](=[O:13])[CH3:12])=[N:9]1)([CH3:28])([CH3:27])[CH3:26], predict the reactants needed to synthesize it. The reactants are: [CH3:1][C:2]1[CH:3]=[C:4]2[C:10]([C:11](=[O:13])[CH3:12])=[N:9][NH:8][C:5]2=[CH:6][N:7]=1.C(=O)([O-])[O-].[K+].[K+].Br[CH2:21][C:22]([O:24][C:25]([CH3:28])([CH3:27])[CH3:26])=[O:23].O. (5) Given the product [N+:1]([C:4]1[CH:5]=[CH:6][C:7]([N:10]2[CH2:15][CH2:14][CH2:13][C@H:12]([NH:16][C@@H:17]3[CH2:22][CH2:21][CH2:20][CH2:19][C@H:18]3[NH:23][C:24](=[O:33])[O:25][CH2:26][C:27]3[CH:32]=[CH:31][CH:30]=[CH:29][CH:28]=3)[CH2:11]2)=[CH:8][CH:9]=1)([O-:3])=[O:2], predict the reactants needed to synthesize it. The reactants are: [N+:1]([C:4]1[CH:9]=[CH:8][C:7]([N:10]2[CH2:15][CH2:14][CH2:13][CH:12]([NH:16][C@@H:17]3[CH2:22][CH2:21][CH2:20][CH2:19][C@H:18]3[NH2:23])[CH2:11]2)=[CH:6][CH:5]=1)([O-:3])=[O:2].[C:24](Cl)(=[O:33])[O:25][CH2:26][C:27]1[CH:32]=[CH:31][CH:30]=[CH:29][CH:28]=1. (6) Given the product [O:31]1[C:30]2[CH:34]=[CH:35][C:27]([O:26][C:16]3[CH:15]=[C:14]([C:12]([NH:11][C:8]4[N:7]=[CH:6][C:5]([C:3]([OH:4])=[O:2])=[CH:10][CH:9]=4)=[O:13])[CH:19]=[C:18]([O:20][C@@H:21]([CH3:25])[CH2:22][O:23][CH3:24])[CH:17]=3)=[CH:28][C:29]=2[O:33][CH2:32]1, predict the reactants needed to synthesize it. The reactants are: C[O:2][C:3]([C:5]1[CH:6]=[N:7][C:8]([NH:11][C:12]([C:14]2[CH:19]=[C:18]([O:20][C@@H:21]([CH3:25])[CH2:22][O:23][CH3:24])[CH:17]=[C:16]([O:26][C:27]3[CH:35]=[CH:34][C:30]4[O:31][CH2:32][O:33][C:29]=4[CH:28]=3)[CH:15]=2)=[O:13])=[CH:9][CH:10]=1)=[O:4].[OH-].[Na+]. (7) Given the product [CH2:1]([O:3][C:4](=[O:19])[CH2:5][S:6][C:7]1[CH:12]=[CH:11][C:10]([C@@H:13]2[CH2:17][CH2:16][C:15](=[O:18])[CH2:14]2)=[CH:9][CH:8]=1)[CH3:2], predict the reactants needed to synthesize it. The reactants are: [CH2:1]([O:3][C:4](=[O:19])[CH2:5][S:6][C:7]1[CH:12]=[CH:11][C:10]([C:13]2[CH2:17][CH2:16][C:15](=[O:18])[CH:14]=2)=[CH:9][CH:8]=1)[CH3:2].C([C@@H]1N[C@H](C2OC(C)=CC=2)N(C)C1=O)C1C=CC=CC=1.ClC(Cl)(Cl)C(O)=O.